This data is from Full USPTO retrosynthesis dataset with 1.9M reactions from patents (1976-2016). The task is: Predict the reactants needed to synthesize the given product. (1) Given the product [CH3:3][N:2]([CH2:4][C:5]1[CH:6]=[CH:7][C:8]([C:11]#[CH:12])=[CH:9][CH:10]=1)[CH3:1], predict the reactants needed to synthesize it. The reactants are: [CH3:1][N:2]([CH2:4][C:5]1[CH:10]=[CH:9][C:8]([C:11]#[C:12][Si](C)(C)C)=[CH:7][CH:6]=1)[CH3:3].C(=O)([O-])[O-].[K+].[K+]. (2) Given the product [ClH:1].[Cl:1][C:2]1[CH:3]=[CH:4][C:5]([O:36][CH2:37][CH:38]([CH3:39])[CH3:40])=[C:6]([CH2:8][N:9]2[C:13]([CH2:14][CH3:15])=[CH:12][C:11]([NH:16][C:17]([C:19]3[CH:20]=[C:21]4[C:26](=[CH:27][CH:28]=3)[CH2:25][NH:24][CH2:23][CH2:22]4)=[O:18])=[N:10]2)[CH:7]=1, predict the reactants needed to synthesize it. The reactants are: [Cl:1][C:2]1[CH:3]=[CH:4][C:5]([O:36][CH2:37][CH:38]([CH3:40])[CH3:39])=[C:6]([CH2:8][N:9]2[C:13]([CH2:14][CH3:15])=[CH:12][C:11]([NH:16][C:17]([C:19]3[CH:20]=[C:21]4[C:26](=[CH:27][CH:28]=3)[CH2:25][N:24](C(OC(C)(C)C)=O)[CH2:23][CH2:22]4)=[O:18])=[N:10]2)[CH:7]=1.Cl. (3) The reactants are: Br[C:2]1[CH:3]=[C:4]([F:10])[C:5]([CH2:8][OH:9])=[N:6][CH:7]=1.[F:11][C:12]1[CH:17]=[CH:16][C:15]([O:18][CH3:19])=[CH:14][C:13]=1B(O)O. Given the product [F:10][C:4]1[C:5]([CH2:8][OH:9])=[N:6][CH:7]=[C:2]([C:13]2[CH:14]=[C:15]([O:18][CH3:19])[CH:16]=[CH:17][C:12]=2[F:11])[CH:3]=1, predict the reactants needed to synthesize it.